From a dataset of Reaction yield outcomes from USPTO patents with 853,638 reactions. Predict the reaction yield, written as a fraction of the theoretical maximum amount of product (1.0 means a 100% yield; for example, 0.34 means a 34% yield). (1) The reactants are Br[C:2]1[C:10]2[C:9](=[O:11])[N:8]([CH2:12][CH2:13][C:14]3[CH:23]=[CH:22][C:21]4[C:16](=[CH:17][CH:18]=[C:19]([F:24])[CH:20]=4)[N:15]=3)[N:7]=[CH:6][C:5]=2[S:4][CH:3]=1.[N:25]1[CH:30]=[CH:29][C:28](B(O)O)=[CH:27][CH:26]=1.C([O-])([O-])=O.[K+].[K+]. The catalyst is O1CCOCC1.O.C1C=CC(P(C2C=CC=CC=2)[C-]2C=CC=C2)=CC=1.C1C=CC(P(C2C=CC=CC=2)[C-]2C=CC=C2)=CC=1.Cl[Pd]Cl.[Fe+2]. The product is [F:24][C:19]1[CH:20]=[C:21]2[C:16](=[CH:17][CH:18]=1)[N:15]=[C:14]([CH2:13][CH2:12][N:8]1[C:9](=[O:11])[C:10]3[C:2]([C:28]4[CH:29]=[CH:30][N:25]=[CH:26][CH:27]=4)=[CH:3][S:4][C:5]=3[CH:6]=[N:7]1)[CH:23]=[CH:22]2. The yield is 0.685. (2) The reactants are [NH2:1][C:2]1[S:3][CH:4]=[N:5][N:6]=1.[C:7]([NH:10][C:11]1[CH:16]=[CH:15][C:14]([S:17](Cl)(=[O:19])=[O:18])=[CH:13][CH:12]=1)(=[O:9])[CH3:8]. The catalyst is N1C=CC=CC=1.Cl. The product is [S:3]1[CH:4]=[N:5][N:6]=[C:2]1[NH:1][S:17]([C:14]1[CH:13]=[CH:12][C:11]([NH:10][C:7](=[O:9])[CH3:8])=[CH:16][CH:15]=1)(=[O:19])=[O:18]. The yield is 0.950. (3) The reactants are C(OC([NH:11][C@@H:12]([CH2:26][CH2:27][S:28][CH3:29])[C:13]([O:15][C:16]([CH2:19][N:20]1[CH2:25][CH2:24][O:23][CH2:22][CH2:21]1)([CH3:18])[CH3:17])=[O:14])=O)C1C=CC=CC=1. The catalyst is O.[Pd].CN(C=O)C. The product is [NH2:11][C@@H:12]([CH2:26][CH2:27][S:28][CH3:29])[C:13]([O:15][C:16]([CH2:19][N:20]1[CH2:21][CH2:22][O:23][CH2:24][CH2:25]1)([CH3:18])[CH3:17])=[O:14]. The yield is 0.500. (4) The reactants are [CH3:1][N:2]1[CH:6]=[C:5]([C:7]2[CH:12]=[CH:11][CH:10]=[CH:9][CH:8]=2)[N:4]=[CH:3]1.[CH2:13]([Br:20])[C:14]1[CH:19]=[CH:18][CH:17]=[CH:16][CH:15]=1. The catalyst is C1(C)C=CC=CC=1. The product is [Br-:20].[CH2:13]([N:4]1[C:5]([C:7]2[CH:8]=[CH:9][CH:10]=[CH:11][CH:12]=2)=[CH:6][N+:2]([CH3:1])=[CH:3]1)[C:14]1[CH:19]=[CH:18][CH:17]=[CH:16][CH:15]=1. The yield is 0.900. (5) The reactants are [CH2:1]([O:3][C:4]([C:6]1[O:10][C:9]([CH2:11][O:12][C:13]2[CH:18]=[CH:17][CH:16]=[CH:15][CH:14]=2)=[N:8][C:7]=1[CH2:19][CH:20]([NH:22]C(OCC1C=CC=CC=1)=O)[CH3:21])=[O:5])[CH3:2]. The catalyst is [Pd].CCO. The product is [CH2:1]([O:3][C:4]([C:6]1[O:10][C:9]([CH2:11][O:12][C:13]2[CH:18]=[CH:17][CH:16]=[CH:15][CH:14]=2)=[N:8][C:7]=1[CH2:19][CH:20]([NH2:22])[CH3:21])=[O:5])[CH3:2]. The yield is 0.780.